This data is from Reaction yield outcomes from USPTO patents with 853,638 reactions. The task is: Predict the reaction yield, written as a fraction of the theoretical maximum amount of product (1.0 means a 100% yield; for example, 0.34 means a 34% yield). (1) The reactants are [C:1]([NH:4][C:5]1[CH:10]=[C:9]([C:11]2[S:12][C:13]([C:23](O)=[O:24])=[C:14]([C:16]3[CH:21]=[CH:20][CH:19]=[CH:18][C:17]=3[Cl:22])[N:15]=2)[CH:8]=[CH:7][N:6]=1)(=[O:3])[CH3:2].C(Cl)Cl.Cl.CN(C)CCCN=C=NCC.ON1C2C=CC=CC=2N=N1.[CH2:51]([CH2:53][NH2:54])[OH:52]. No catalyst specified. The product is [C:1]([NH:4][C:5]1[CH:10]=[C:9]([C:11]2[S:12][C:13]([C:23]([NH:54][CH2:53][CH2:51][OH:52])=[O:24])=[C:14]([C:16]3[CH:21]=[CH:20][CH:19]=[CH:18][C:17]=3[Cl:22])[N:15]=2)[CH:8]=[CH:7][N:6]=1)(=[O:3])[CH3:2]. The yield is 0.540. (2) The product is [C:1]1([N:7]2[C:11]([C:12]([F:15])([F:13])[F:14])=[CH:10][C:9]([NH:16][C:18](=[O:19])[O:20][C:21]3[CH:26]=[CH:25][CH:24]=[CH:23][CH:22]=3)=[N:8]2)[CH:2]=[CH:3][CH:4]=[CH:5][CH:6]=1. The catalyst is C1COCC1. The reactants are [C:1]1([N:7]2[C:11]([C:12]([F:15])([F:14])[F:13])=[CH:10][C:9]([NH2:16])=[N:8]2)[CH:6]=[CH:5][CH:4]=[CH:3][CH:2]=1.Cl[C:18]([O:20][C:21]1[CH:26]=[CH:25][CH:24]=[CH:23][CH:22]=1)=[O:19].C([O-])([O-])=O.[K+].[K+]. The yield is 0.790. (3) The yield is 0.970. The reactants are [F:1][C:2]1[C:3]([CH2:14][N:15]([CH3:23])[C:16](=[O:22])[O:17][C:18]([CH3:21])([CH3:20])[CH3:19])=[CH:4][NH:5][C:6]=1[C:7]1[C:8]([F:13])=[N:9][CH:10]=[CH:11][CH:12]=1.[H-].[Na+].C1OCCOCCOCCOCCOC1.[CH2:41]([N:43]1[CH:47]=[C:46]([S:48](Cl)(=[O:50])=[O:49])[CH:45]=[N:44]1)[CH3:42]. The catalyst is O1CCCC1.O. The product is [CH2:41]([N:43]1[CH:47]=[C:46]([S:48]([N:5]2[C:6]([C:7]3[C:8]([F:13])=[N:9][CH:10]=[CH:11][CH:12]=3)=[C:2]([F:1])[C:3]([CH2:14][N:15]([CH3:23])[C:16](=[O:22])[O:17][C:18]([CH3:19])([CH3:20])[CH3:21])=[CH:4]2)(=[O:50])=[O:49])[CH:45]=[N:44]1)[CH3:42]. (4) The reactants are [OH-].[Na+].C1(C[O:10][C:11]([C:13]2([NH:19][C:20]([C:22]3[CH:27]=[CH:26][C:25]([CH2:28][N:29]4[CH2:34][CH2:33][O:32][CH2:31][CH2:30]4)=[CH:24][CH:23]=3)=O)[CH2:18][CH2:17][CH2:16][CH2:15][CH2:14]2)=[O:12])C=CC=CC=1.Cl.C(N(CC)CC)C.Cl.C(N=C=NCCCN(C)C)C. The catalyst is O1CCCC1.C(Cl)Cl. The product is [N:29]1([CH2:28][C:25]2[CH:24]=[CH:23][C:22]([C:20]3[O:10][C:11](=[O:12])[C:13]4([CH2:18][CH2:17][CH2:16][CH2:15][CH2:14]4)[N:19]=3)=[CH:27][CH:26]=2)[CH2:34][CH2:33][O:32][CH2:31][CH2:30]1. The yield is 0.800. (5) The reactants are [CH2:1]([N:3]1[CH2:7][CH2:6][CH2:5][C@@H:4]1[CH2:8][OH:9])[CH3:2].[Br:10][C:11]1[CH:12]=[C:13]2[C:18](=[CH:19][CH:20]=1)[CH:17]=[C:16](O)[CH:15]=[CH:14]2. No catalyst specified. The product is [CH2:1]([N:3]1[CH2:7][CH2:6][CH2:5][C@@H:4]1[CH2:8][O:9][C:16]1[CH:15]=[CH:14][C:13]2[C:18](=[CH:19][CH:20]=[C:11]([Br:10])[CH:12]=2)[CH:17]=1)[CH3:2]. The yield is 0.560. (6) The reactants are [C:1]([O:5][C:6]([N:8]1[CH2:13][C@H:12]([CH2:14][N:15]=[N+]=[N-])[N:11]([CH2:18][C:19]([N:21]2[C:29]3[C:24](=[CH:25][CH:26]=[C:27]([Cl:30])[CH:28]=3)[C:23]([CH3:32])([CH3:31])[CH2:22]2)=[O:20])[CH2:10][C@H:9]1[CH3:33])=[O:7])([CH3:4])([CH3:3])[CH3:2].[C:34]([OH:37])(=S)[CH3:35]. No catalyst specified. The product is [C:1]([O:5][C:6]([N:8]1[CH2:13][C@H:12]([CH2:14][NH:15][C:34](=[O:37])[CH3:35])[N:11]([CH2:18][C:19]([N:21]2[C:29]3[C:24](=[CH:25][CH:26]=[C:27]([Cl:30])[CH:28]=3)[C:23]([CH3:32])([CH3:31])[CH2:22]2)=[O:20])[CH2:10][C@H:9]1[CH3:33])=[O:7])([CH3:4])([CH3:3])[CH3:2]. The yield is 0.560.